Dataset: Forward reaction prediction with 1.9M reactions from USPTO patents (1976-2016). Task: Predict the product of the given reaction. (1) The product is: [Cl:1][C:2]1[N:3]=[C:4]([NH:28][CH:25]2[CH2:26][CH2:27][CH:22]([N:21]([CH3:29])[CH3:20])[CH2:23][CH2:24]2)[C:5]2[CH:10]=[CH:9][NH:8][C:6]=2[N:7]=1. Given the reactants [Cl:1][C:2]1[N:3]=[C:4](Cl)[C:5]2[CH:10]=[CH:9][NH:8][C:6]=2[N:7]=1.C(N(CC)CC)C.Cl.[CH3:20][N:21]([CH3:29])[CH:22]1[CH2:27][CH2:26][CH:25]([NH2:28])[CH2:24][CH2:23]1, predict the reaction product. (2) Given the reactants [CH2:1]([N:8]1[C:16]2[C:11](=[N:12][C:13]([Cl:17])=[CH:14][CH:15]=2)[CH:10]=[C:9]1Br)[C:2]1[CH:7]=[CH:6][CH:5]=[CH:4][CH:3]=1.[O:19]1[CH2:24][CH2:23][CH2:22][CH2:21][CH:20]1[N:25]1[CH:29]=[C:28](B2OC(C)(C)C(C)(C)O2)[CH:27]=[N:26]1.C([O-])([O-])=O.[Na+].[Na+], predict the reaction product. The product is: [CH2:1]([N:8]1[C:16]2[C:11](=[N:12][C:13]([Cl:17])=[CH:14][CH:15]=2)[CH:10]=[C:9]1[C:28]1[CH:27]=[N:26][N:25]([CH:20]2[CH2:21][CH2:22][CH2:23][CH2:24][O:19]2)[CH:29]=1)[C:2]1[CH:7]=[CH:6][CH:5]=[CH:4][CH:3]=1. (3) Given the reactants ClC1N=C(Cl)C(C(F)(F)F)=C[N:3]=1.CCOCC.[C:18]([N:25]1[CH2:30][CH2:29][CH:28]([C:31]2[CH:36]=[CH:35][C:34]([NH2:37])=[CH:33]C=2)[CH2:27][CH2:26]1)([O:20][C:21]([CH3:24])([CH3:23])[CH3:22])=[O:19].CCN(CC)CC, predict the reaction product. The product is: [NH2:37][C:34]1[CH:35]=[CH:36][C:31]([CH:28]2[CH2:27][CH2:26][N:25]([C:18]([O:20][C:21]([CH3:22])([CH3:23])[CH3:24])=[O:19])[CH2:30][CH2:29]2)=[N:3][CH:33]=1.